Dataset: Full USPTO retrosynthesis dataset with 1.9M reactions from patents (1976-2016). Task: Predict the reactants needed to synthesize the given product. (1) Given the product [OH:28][CH:29]([C:43]1[CH:48]=[CH:47][C:46]([C:49]2[N:51]=[C:12]([C:9]3[C:8]([C:15]([F:18])([F:17])[F:16])=[C:7]([C:1]4[CH:6]=[CH:5][CH:4]=[CH:3][CH:2]=4)[O:11][N:10]=3)[O:13][N:50]=2)=[CH:45][CH:44]=1)[CH2:30][N:31]1[CH2:36][CH2:35][CH2:34][C@H:33]([CH2:37][C:38]([O:40][CH2:41][CH3:42])=[O:39])[CH2:32]1, predict the reactants needed to synthesize it. The reactants are: [C:1]1([C:7]2[O:11][N:10]=[C:9]([C:12](F)=[O:13])[C:8]=2[C:15]([F:18])([F:17])[F:16])[CH:6]=[CH:5][CH:4]=[CH:3][CH:2]=1.CCN(C(C)C)C(C)C.[OH:28][CH:29]([C:43]1[CH:48]=[CH:47][C:46](/[C:49](=[N:51]/O)/[NH2:50])=[CH:45][CH:44]=1)[CH2:30][N:31]1[CH2:36][CH2:35][CH2:34][C@H:33]([CH2:37][C:38]([O:40][CH2:41][CH3:42])=[O:39])[CH2:32]1.CCCC[N+](CCCC)(CCCC)CCCC.[F-].C1COCC1. (2) Given the product [CH:51]1[C:50]2[CH:49]([CH2:48][O:47][C:45]([NH:62][C@H:63]([C:67]([O:1][CH2:2][CH2:3][C:4]3[CH:9]=[CH:8][C:7]([O:10][CH3:11])=[CH:6][C:5]=3[NH:12][C:13]3[C:14]([NH:23][S:24]([C:27]4[N:28]=[CH:29][N:30]([CH3:32])[CH:31]=4)(=[O:26])=[O:25])=[N:15][C:16]4[C:21](=[CH:20][CH:19]=[CH:18][CH:17]=4)[N:22]=3)=[O:68])[CH:64]([CH3:65])[CH3:66])=[O:46])[C:61]3[C:56](=[CH:57][CH:58]=[CH:59][CH:60]=3)[C:55]=2[CH:54]=[CH:53][CH:52]=1, predict the reactants needed to synthesize it. The reactants are: [OH:1][CH2:2][CH2:3][C:4]1[CH:9]=[CH:8][C:7]([O:10][CH3:11])=[CH:6][C:5]=1[NH:12][C:13]1[C:14]([NH:23][S:24]([C:27]2[N:28]=[CH:29][N:30]([CH3:32])[CH:31]=2)(=[O:26])=[O:25])=[N:15][C:16]2[C:21]([N:22]=1)=[CH:20][CH:19]=[CH:18][CH:17]=2.Cl.CN(C)CCCN=C=NCC.[C:45]([NH:62][C@H:63]([C:67](O)=[O:68])[CH:64]([CH3:66])[CH3:65])([O:47][CH2:48][CH:49]1[C:61]2[C:56](=[CH:57][CH:58]=[CH:59][CH:60]=2)[C:55]2[C:50]1=[CH:51][CH:52]=[CH:53][CH:54]=2)=[O:46].O.